From a dataset of NCI-60 drug combinations with 297,098 pairs across 59 cell lines. Regression. Given two drug SMILES strings and cell line genomic features, predict the synergy score measuring deviation from expected non-interaction effect. (1) Drug 1: C1=C(C(=O)NC(=O)N1)N(CCCl)CCCl. Drug 2: C(CCl)NC(=O)N(CCCl)N=O. Cell line: UACC-257. Synergy scores: CSS=11.1, Synergy_ZIP=-0.602, Synergy_Bliss=4.79, Synergy_Loewe=0.170, Synergy_HSA=2.61. (2) Cell line: HS 578T. Drug 2: CC1=C2C(C(=O)C3(C(CC4C(C3C(C(C2(C)C)(CC1OC(=O)C(C(C5=CC=CC=C5)NC(=O)OC(C)(C)C)O)O)OC(=O)C6=CC=CC=C6)(CO4)OC(=O)C)O)C)O. Synergy scores: CSS=25.2, Synergy_ZIP=-4.85, Synergy_Bliss=-2.50, Synergy_Loewe=-3.25, Synergy_HSA=-0.0924. Drug 1: CC1CCC2CC(C(=CC=CC=CC(CC(C(=O)C(C(C(=CC(C(=O)CC(OC(=O)C3CCCCN3C(=O)C(=O)C1(O2)O)C(C)CC4CCC(C(C4)OC)O)C)C)O)OC)C)C)C)OC. (3) Drug 1: CC1=C(C(=CC=C1)Cl)NC(=O)C2=CN=C(S2)NC3=CC(=NC(=N3)C)N4CCN(CC4)CCO. Drug 2: CCN(CC)CCCC(C)NC1=C2C=C(C=CC2=NC3=C1C=CC(=C3)Cl)OC. Cell line: A498. Synergy scores: CSS=13.0, Synergy_ZIP=-4.41, Synergy_Bliss=0.660, Synergy_Loewe=0.509, Synergy_HSA=1.57. (4) Drug 1: CC1=CC2C(CCC3(C2CCC3(C(=O)C)OC(=O)C)C)C4(C1=CC(=O)CC4)C. Drug 2: C(=O)(N)NO. Cell line: CAKI-1. Synergy scores: CSS=5.93, Synergy_ZIP=-2.81, Synergy_Bliss=-5.89, Synergy_Loewe=-11.6, Synergy_HSA=-9.50. (5) Drug 1: C#CCC(CC1=CN=C2C(=N1)C(=NC(=N2)N)N)C3=CC=C(C=C3)C(=O)NC(CCC(=O)O)C(=O)O. Drug 2: COC1=C2C(=CC3=C1OC=C3)C=CC(=O)O2. Cell line: OVCAR3. Synergy scores: CSS=1.09, Synergy_ZIP=1.07, Synergy_Bliss=2.24, Synergy_Loewe=-0.616, Synergy_HSA=-1.25. (6) Synergy scores: CSS=50.0, Synergy_ZIP=-5.38, Synergy_Bliss=-6.90, Synergy_Loewe=-3.38, Synergy_HSA=-1.71. Drug 1: CC1=C2C(C(=O)C3(C(CC4C(C3C(C(C2(C)C)(CC1OC(=O)C(C(C5=CC=CC=C5)NC(=O)C6=CC=CC=C6)O)O)OC(=O)C7=CC=CC=C7)(CO4)OC(=O)C)O)C)OC(=O)C. Drug 2: C(CC(=O)O)C(=O)CN.Cl. Cell line: HCC-2998. (7) Drug 2: C1=NNC2=C1C(=O)NC=N2. Synergy scores: CSS=-3.16, Synergy_ZIP=-2.94, Synergy_Bliss=-9.12, Synergy_Loewe=-11.0, Synergy_HSA=-8.62. Cell line: HCT116. Drug 1: CCC1(CC2CC(C3=C(CCN(C2)C1)C4=CC=CC=C4N3)(C5=C(C=C6C(=C5)C78CCN9C7C(C=CC9)(C(C(C8N6C=O)(C(=O)OC)O)OC(=O)C)CC)OC)C(=O)OC)O.OS(=O)(=O)O.